Task: Predict the product of the given reaction.. Dataset: Forward reaction prediction with 1.9M reactions from USPTO patents (1976-2016) (1) Given the reactants FC[C:3]1[CH:11]=[CH:10][C:6]([C:7]([O-:9])=[O:8])=[CH:5][CH:4]=1.[CH:12]1([C:17]2([CH3:30])[CH2:25][C:24]3[C:19](=[C:20]([CH3:28])[C:21]([CH3:27])=[C:22]([OH:26])[CH:23]=3)[C:18]2=[O:29])[CH2:16][CH2:15][CH2:14][CH2:13]1, predict the reaction product. The product is: [CH:12]1([C:17]2([CH3:30])[CH2:25][C:24]3[C:19](=[C:20]([CH3:28])[C:21]([CH3:27])=[C:22]([O:26][CH2:28][C:20]4[CH:21]=[C:22]([CH:23]=[CH:24][CH:19]=4)[O:26][C:3]4[CH:4]=[CH:5][C:6]([C:7]([OH:9])=[O:8])=[CH:10][CH:11]=4)[CH:23]=3)[C:18]2=[O:29])[CH2:13][CH2:14][CH2:15][CH2:16]1. (2) Given the reactants [O:1]1[C:6]2[CH:7]=[CH:8][C:9]([C:11]3[C:16]([CH3:17])=[CH:15][CH:14]=[C:13]([CH3:18])[C:12]=3[CH:19]([OH:24])[C:20]([O:22][CH3:23])=[O:21])=[CH:10][C:5]=2[CH2:4][CH2:3][CH2:2]1.Cl(O)(=O)(=O)=O.C(=O)(O)[O-].[Na+].[CH2:35]1[CH2:40][CH2:39][CH2:39][CH2:40][CH2:35]1.[C:41](OCC)(=O)[CH3:41], predict the reaction product. The product is: [C:40]([O:24][CH:19]([C:12]1[C:13]([CH3:18])=[CH:14][CH:15]=[C:16]([CH3:17])[C:11]=1[C:9]1[CH:8]=[CH:7][C:6]2[O:1][CH2:2][CH2:3][CH2:4][C:5]=2[CH:10]=1)[C:20]([O:22][CH3:23])=[O:21])([CH3:39])([CH3:35])[CH3:41]. (3) Given the reactants [C:1]([C:3]1[CH:4]=[N:5][CH:6]=[C:7]([C:9]2[CH:14]=[CH:13][CH:12]=[CH:11][N:10]=2)[CH:8]=1)#[N:2].Cl, predict the reaction product. The product is: [NH2:2][CH2:1][C:3]1[CH:4]=[N:5][CH:6]=[C:7]([C:9]2[CH:14]=[CH:13][CH:12]=[CH:11][N:10]=2)[CH:8]=1. (4) Given the reactants OO.[CH3:3][C:4]1[CH:17]=[C:16]([CH3:18])[C:15]2[S:14][C:13]3[C:8](=[CH:9][CH:10]=[CH:11][CH:12]=3)[C:7](=[O:19])[C:6]=2[CH:5]=1.[OH2:20].C(O)(=[O:23])C, predict the reaction product. The product is: [CH3:3][C:4]1[CH:17]=[C:16]([CH3:18])[C:15]2[S:14](=[O:23])(=[O:20])[C:13]3[C:8](=[CH:9][CH:10]=[CH:11][CH:12]=3)[C:7](=[O:19])[C:6]=2[CH:5]=1. (5) Given the reactants [Cl:1][C:2]1[C:3]([OH:12])=[CH:4][C:5]2[O:10][CH2:9][CH2:8][O:7][C:6]=2[CH:11]=1.BrC1C=C(O)C=CC=1.[C:21]1([CH:27]([C:39]2[CH:44]=[CH:43][CH:42]=[CH:41][CH:40]=2)[N:28]2[C:36]3[C:31](=[CH:32][CH:33]=[CH:34][CH:35]=3)[C:30](=[O:37])[C:29]2=[O:38])[CH:26]=[CH:25][CH:24]=[CH:23][CH:22]=1.FC(F)(F)C1OC(CN2C3C(=CC=CC=3)C(=O)C2=O)=CC=1, predict the reaction product. The product is: [Cl:1][C:2]1[C:3]([OH:12])=[C:4]([C:30]2([OH:37])[C:31]3[C:36](=[CH:35][CH:34]=[CH:33][CH:32]=3)[N:28]([CH:27]([C:21]3[CH:22]=[CH:23][CH:24]=[CH:25][CH:26]=3)[C:39]3[CH:44]=[CH:43][CH:42]=[CH:41][CH:40]=3)[C:29]2=[O:38])[C:5]2[O:10][CH2:9][CH2:8][O:7][C:6]=2[CH:11]=1. (6) Given the reactants [OH-].[K+].C([O:5][C:6](=[O:30])[C:7]([CH3:29])([CH3:28])[CH2:8][CH2:9][CH2:10][CH2:11][CH2:12][C:13](=[O:27])[CH2:14][CH2:15][CH2:16][CH2:17][CH2:18][C:19]([CH3:26])([CH3:25])[C:20]([O:22]CC)=[O:21])C, predict the reaction product. The product is: [O:27]=[C:13]([CH2:14][CH2:15][CH2:16][CH2:17][CH2:18][C:19]([CH3:26])([CH3:25])[C:20]([OH:22])=[O:21])[CH2:12][CH2:11][CH2:10][CH2:9][CH2:8][C:7]([CH3:29])([CH3:28])[C:6]([OH:30])=[O:5].